Dataset: Reaction yield outcomes from USPTO patents with 853,638 reactions. Task: Predict the reaction yield, written as a fraction of the theoretical maximum amount of product (1.0 means a 100% yield; for example, 0.34 means a 34% yield). (1) The reactants are C([O:5][C:6](=[O:45])[C@@H:7]([NH:11][S:12]([C:15]1[CH:20]=[CH:19][C:18]([C:21]2[CH:26]=[CH:25][C:24]([NH:27][C:28]([C:30]3[O:31][C:32]4[CH:39]=[CH:38][C:37]([Cl:40])=[C:36]([O:41][CH:42]([CH3:44])[CH3:43])[C:33]=4[C:34]=3[CH3:35])=[O:29])=[CH:23][CH:22]=2)=[CH:17][CH:16]=1)(=[O:14])=[O:13])[CH:8]([CH3:10])[CH3:9])(C)(C)C.C(O)(C(F)(F)F)=O.ClCCl. No catalyst specified. The product is [Cl:40][C:37]1[CH:38]=[CH:39][C:32]2[O:31][C:30]([C:28]([NH:27][C:24]3[CH:23]=[CH:22][C:21]([C:18]4[CH:17]=[CH:16][C:15]([S:12]([NH:11][C@@H:7]([CH:8]([CH3:9])[CH3:10])[C:6]([OH:45])=[O:5])(=[O:13])=[O:14])=[CH:20][CH:19]=4)=[CH:26][CH:25]=3)=[O:29])=[C:34]([CH3:35])[C:33]=2[C:36]=1[O:41][CH:42]([CH3:44])[CH3:43]. The yield is 0.770. (2) The reactants are [Cl:1][C:2]1[C:3]2[CH2:31][NH:30][C:29](=[O:32])[C:4]=2[C:5]([C:23]2[CH:24]=[N:25][N:26]([CH3:28])[CH:27]=2)=[N:6][C:7]=1[NH:8][C@@H:9]1[CH2:14][CH2:13][CH2:12][CH2:11][C@@H:10]1[NH:15]C(=O)OC(C)(C)C.Cl. The catalyst is CC(O)=O. The product is [NH2:15][C@H:10]1[CH2:11][CH2:12][CH2:13][CH2:14][C@H:9]1[NH:8][C:7]1[N:6]=[C:5]([C:23]2[CH:24]=[N:25][N:26]([CH3:28])[CH:27]=2)[C:4]2[C:29](=[O:32])[NH:30][CH2:31][C:3]=2[C:2]=1[Cl:1]. The yield is 0.639. (3) The reactants are [C:1]([O:7][CH2:8][CH3:9])(=[O:6])[CH2:2][C:3]([CH3:5])=O.[Cl:10][C:11]1[CH:18]=[CH:17][C:16]([Cl:19])=[CH:15][C:12]=1[CH:13]=O.[NH4+:20].[OH-:21]. The catalyst is CCO.C(Cl)Cl. The product is [Cl:10][C:11]1[CH:18]=[CH:17][C:16]([Cl:19])=[CH:15][C:12]=1[CH:13]1[C:2]([C:1]([O:7][CH2:8][CH3:9])=[O:6])=[C:3]([CH3:5])[NH:20][C:3]([CH3:5])=[C:2]1[C:1]([O:7][CH2:8][CH3:9])=[O:21]. The yield is 0.550. (4) The reactants are [Br:1][C:2]1[C:3]([F:13])=[CH:4][C:5]([F:12])=[C:6]([S:8](Cl)(=[O:10])=[O:9])[CH:7]=1.[CH2:14]([CH2:16][NH2:17])[OH:15]. No catalyst specified. The product is [Br:1][C:2]1[C:3]([F:13])=[CH:4][C:5]([F:12])=[C:6]([S:8]([NH:17][CH2:16][CH2:14][OH:15])(=[O:10])=[O:9])[CH:7]=1. The yield is 1.00. (5) The reactants are [H-].[Na+].[CH2:3]([C:5]1[CH:10]=[CH:9][C:8]([C:11]2[N:16]=[C:15]([NH:17][CH2:18][CH2:19][CH2:20][O:21][C:22]3[CH:23]=[C:24]4[C:28](=[CH:29][CH:30]=3)[C@H:27]([CH2:31][C:32]([O:34][CH2:35][CH3:36])=[O:33])[CH2:26][CH2:25]4)[C:14]([C:37]([F:40])([F:39])[F:38])=[CH:13][CH:12]=2)=[CH:7][CH:6]=1)[CH3:4].[CH3:41]N(C=O)C. No catalyst specified. The product is [CH2:3]([C:5]1[CH:6]=[CH:7][C:8]([C:11]2[N:16]=[C:15]([N:17]([CH3:41])[CH2:18][CH2:19][CH2:20][O:21][C:22]3[CH:23]=[C:24]4[C:28](=[CH:29][CH:30]=3)[C@H:27]([CH2:31][C:32]([O:34][CH2:35][CH3:36])=[O:33])[CH2:26][CH2:25]4)[C:14]([C:37]([F:40])([F:38])[F:39])=[CH:13][CH:12]=2)=[CH:9][CH:10]=1)[CH3:4]. The yield is 0.0800. (6) The reactants are [CH2:1]([N:8]1[CH2:13][CH2:12][C:11]([CH3:14])=[C:10]([C:15]2[CH:20]=[CH:19][C:18]([NH:21][C:22](=[O:24])[CH3:23])=[CH:17][CH:16]=2)[CH2:9]1)C1C=CC=CC=1.[N:25]#CBr.C(=O)(O)[O-].[Na+]. The catalyst is C(Cl)Cl. The product is [C:1]([N:8]1[CH2:13][CH2:12][C:11]([CH3:14])=[C:10]([C:15]2[CH:20]=[CH:19][C:18]([NH:21][C:22](=[O:24])[CH3:23])=[CH:17][CH:16]=2)[CH2:9]1)#[N:25]. The yield is 0.890. (7) The reactants are [C:1]([C:5]1[CH:9]=[C:8]([NH2:10])[N:7]([C:11]2[CH:16]=[CH:15][C:14]([CH3:17])=[CH:13][CH:12]=2)[N:6]=1)([CH3:4])([CH3:3])[CH3:2].C([O-])([O-])=O.[K+].[K+].Cl[C:25]([O:27][C:28]1[CH:33]=[CH:32][CH:31]=[CH:30][CH:29]=1)=[O:26]. The catalyst is C1COCC1. The product is [C:1]([C:5]1[CH:9]=[C:8]([NH:10][C:25](=[O:26])[O:27][C:28]2[CH:33]=[CH:32][CH:31]=[CH:30][CH:29]=2)[N:7]([C:11]2[CH:12]=[CH:13][C:14]([CH3:17])=[CH:15][CH:16]=2)[N:6]=1)([CH3:4])([CH3:3])[CH3:2]. The yield is 0.740.